This data is from Reaction yield outcomes from USPTO patents with 853,638 reactions. The task is: Predict the reaction yield, written as a fraction of the theoretical maximum amount of product (1.0 means a 100% yield; for example, 0.34 means a 34% yield). (1) The reactants are [Br:1][C:2]1[N:3]=[CH:4][NH:5][CH:6]=1.[F:7][C:8]1[CH:13]=[CH:12][C:11](B(O)O)=[CH:10][CH:9]=1.N1C=CC=CC=1. The catalyst is ClCCCl.C([O-])(=O)C.[Cu+2].C([O-])(=O)C. The product is [Br:1][C:2]1[N:3]=[CH:4][N:5]([C:11]2[CH:12]=[CH:13][C:8]([F:7])=[CH:9][CH:10]=2)[CH:6]=1. The yield is 0.370. (2) The reactants are [Br:1][C:2]1[CH:3]=[C:4]([NH:8][CH2:9][C:10]2[CH:15]=[CH:14][CH:13]=[C:12]([O:16][C:17]([F:20])([F:19])[F:18])[CH:11]=2)[CH:5]=[CH:6][CH:7]=1.[F:21][C:22]([F:28])([F:27])S([O-])(=[O:41])=[O:41].[Yb+3].[F:21][C:22]([F:28])([F:27])S([O-])(=O)=O.[F:21][C:22]([F:28])([F:27])S([O-])(=O)=[O:41].[C:46](#N)[CH3:47]. No catalyst specified. The product is [Br:1][C:2]1[CH:3]=[C:4]([N:8]([CH2:9][C:10]2[CH:15]=[CH:14][CH:13]=[C:12]([O:16][C:17]([F:18])([F:19])[F:20])[CH:11]=2)[CH2:47][C@@H:46]([OH:41])[C:22]([F:28])([F:27])[F:21])[CH:5]=[CH:6][CH:7]=1. The yield is 0.900. (3) The reactants are [F:1][C:2]1[CH:7]=[C:6]([S:8]([CH3:11])(=[O:10])=[O:9])[CH:5]=[CH:4][C:3]=1[NH:12][NH2:13].C[O-].[Na+].C(O[CH:20]=[C:21]([C:24]#[N:25])[C:22]#[N:23])C. The catalyst is CO. The product is [NH2:25][C:24]1[N:12]([C:3]2[CH:4]=[CH:5][C:6]([S:8]([CH3:11])(=[O:10])=[O:9])=[CH:7][C:2]=2[F:1])[N:13]=[CH:20][C:21]=1[C:22]#[N:23]. The yield is 0.875. (4) The reactants are [Cl-].O[NH3+:3].[C:4](=[O:7])([O-])[OH:5].[Na+].CS(C)=O.[N:13]1([CH:19]([C:21]2[N:22]=[C:23]([CH2:43][CH2:44][CH3:45])[N:24]([CH2:28][C:29]3[CH:34]=[CH:33][C:32]([C:35]4[C:36]([C:41]#[N:42])=[CH:37][CH:38]=[CH:39][CH:40]=4)=[CH:31][CH:30]=3)[C:25](=[O:27])[CH:26]=2)[CH3:20])[CH2:18][CH2:17][O:16][CH2:15][CH2:14]1. The catalyst is C(OCC)(=O)C. The product is [N:13]1([CH:19]([C:21]2[N:22]=[C:23]([CH2:43][CH2:44][CH3:45])[N:24]([CH2:28][C:29]3[CH:34]=[CH:33][C:32]([C:35]4[CH:40]=[CH:39][CH:38]=[CH:37][C:36]=4[C:41]4[NH:3][C:4](=[O:7])[O:5][N:42]=4)=[CH:31][CH:30]=3)[C:25](=[O:27])[CH:26]=2)[CH3:20])[CH2:18][CH2:17][O:16][CH2:15][CH2:14]1. The yield is 0.260. (5) The reactants are [F:1][C:2]1[C:3]([O:26][CH3:27])=[C:4]([C@@H:8]2[CH2:10][C@H:9]2[NH:11][CH2:12][CH:13]2[CH2:18][CH2:17][N:16](C(OC(C)(C)C)=O)[CH2:15][CH2:14]2)[CH:5]=[CH:6][CH:7]=1.[ClH:28]. The catalyst is O1CCOCC1. The product is [ClH:28].[F:1][C:2]1[C:3]([O:26][CH3:27])=[C:4]([C@@H:8]2[CH2:10][C@H:9]2[NH:11][CH2:12][CH:13]2[CH2:14][CH2:15][NH:16][CH2:17][CH2:18]2)[CH:5]=[CH:6][CH:7]=1. The yield is 0.880. (6) The reactants are [Si]([O:18][CH2:19][CH2:20][CH:21]1[CH2:23][CH:22]1[C@@H:24]([NH:29][C:30](=[O:36])[O:31][C:32]([CH3:35])([CH3:34])[CH3:33])[CH2:25][CH:26]([CH3:28])[CH3:27])(C(C)(C)C)(C1C=CC=CC=1)C1C=CC=CC=1.CCCC[N+](CCCC)(CCCC)CCCC.[F-]. The catalyst is C1COCC1. The product is [OH:18][CH2:19][CH2:20][CH:21]1[CH2:23][CH:22]1[C@@H:24]([NH:29][C:30](=[O:36])[O:31][C:32]([CH3:33])([CH3:35])[CH3:34])[CH2:25][CH:26]([CH3:28])[CH3:27]. The yield is 0.880. (7) The reactants are [C:1]([O:5][C:6](=[O:14])[NH:7][CH:8]1[CH2:13][CH2:12][CH:11]=[CH:10][CH2:9]1)([CH3:4])([CH3:3])[CH3:2].[CH3:15][O:16][CH2:17][CH2:18]Br. The catalyst is C1CCCCC1.C(OCC)(=O)C. The product is [C:1]([O:5][C:6](=[O:14])[N:7]([CH2:18][CH2:17][O:16][CH3:15])[CH:8]1[CH2:13][CH2:12][CH:11]=[CH:10][CH2:9]1)([CH3:4])([CH3:2])[CH3:3]. The yield is 0.310.